This data is from Full USPTO retrosynthesis dataset with 1.9M reactions from patents (1976-2016). The task is: Predict the reactants needed to synthesize the given product. (1) The reactants are: CS(O[CH2:6][CH:7]1[CH2:11][CH2:10][C:9](=[O:12])[NH:8]1)(=O)=O.[N-:13]=[N+:14]=[N-:15].[Na+].C([O-])([O-])=O.[K+].[K+]. Given the product [N:13]([CH2:6][CH:7]1[NH:8][C:9](=[O:12])[CH2:10][CH2:11]1)=[N+:14]=[N-:15], predict the reactants needed to synthesize it. (2) Given the product [NH2:29][C:30]1[C:35]([C:36]#[N:37])=[C:34]([NH:1][C@H:2]([C:4]2[N:9]([C:10]3[CH:11]=[CH:12][CH:13]=[CH:14][CH:15]=3)[C:8](=[O:16])[C:7]3=[C:17]([CH2:20][C:21]4[CH:26]=[CH:25][CH:24]=[C:23]([O:27][CH3:28])[CH:22]=4)[CH:18]=[CH:19][N:6]3[N:5]=2)[CH3:3])[N:33]=[CH:32][N:31]=1, predict the reactants needed to synthesize it. The reactants are: [NH2:1][C@H:2]([C:4]1[N:9]([C:10]2[CH:15]=[CH:14][CH:13]=[CH:12][CH:11]=2)[C:8](=[O:16])[C:7]2=[C:17]([CH2:20][C:21]3[CH:26]=[CH:25][CH:24]=[C:23]([O:27][CH3:28])[CH:22]=3)[CH:18]=[CH:19][N:6]2[N:5]=1)[CH3:3].[NH2:29][C:30]1[C:35]([C:36]#[N:37])=[C:34](Cl)[N:33]=[CH:32][N:31]=1.C(N(CC)C(C)C)(C)C. (3) Given the product [Cl:30][C:26]1[CH:27]=[CH:28][CH:29]=[C:24]([Cl:23])[C:25]=1[CH2:31][S:32]([C:35]1[CH:36]=[C:37]2[C:41](=[CH:42][CH:43]=1)[NH:40][C:39](=[O:44])/[C:38]/2=[CH:21]\[C:3]1[NH:4][C:5]2[CH2:11][CH2:10][CH2:9][N:8]([CH2:12][CH2:13][N:14]3[CH2:19][CH2:18][CH2:17][CH2:16][CH2:15]3)[C:7](=[O:20])[C:6]=2[C:2]=1[CH3:1])(=[O:34])=[O:33], predict the reactants needed to synthesize it. The reactants are: [CH3:1][C:2]1[C:6]2[C:7](=[O:20])[N:8]([CH2:12][CH2:13][N:14]3[CH2:19][CH2:18][CH2:17][CH2:16][CH2:15]3)[CH2:9][CH2:10][CH2:11][C:5]=2[NH:4][C:3]=1[CH:21]=O.[Cl:23][C:24]1[CH:29]=[CH:28][CH:27]=[C:26]([Cl:30])[C:25]=1[CH2:31][S:32]([C:35]1[CH:36]=[C:37]2[C:41](=[CH:42][CH:43]=1)[NH:40][C:39](=[O:44])[CH2:38]2)(=[O:34])=[O:33].N1CCCCC1. (4) Given the product [Br:8][C:4]1[N:3]=[C:2]([C:17](=[O:18])[CH2:16][O:15][CH3:14])[CH:7]=[CH:6][CH:5]=1, predict the reactants needed to synthesize it. The reactants are: Br[C:2]1[CH:7]=[CH:6][CH:5]=[C:4]([Br:8])[N:3]=1.C([Mg]Cl)(C)C.[CH3:14][O:15][CH2:16][C:17](N(C)C)=[O:18].C(O)(=O)CC(CC(O)=O)(C(O)=O)O.[OH-].[Na+].[Na+].[Cl-]. (5) Given the product [NH:8]1[CH2:14][CH2:13][CH2:12][CH2:11][C@H:10]([NH:15][C:16]([N:18]2[CH2:24][CH2:23][C@@H:22]3[C@H:19]2[C:20](=[O:29])[N:21]3[S:25]([OH:28])(=[O:26])=[O:27])=[O:17])[CH2:9]1, predict the reactants needed to synthesize it. The reactants are: C([N:8]1[CH2:14][CH2:13][CH2:12][CH2:11][C@H:10]([NH:15][C:16]([N:18]2[CH2:24][CH2:23][C@@H:22]3[C@H:19]2[C:20](=[O:29])[N:21]3[S:25]([OH:28])(=[O:27])=[O:26])=[O:17])[CH2:9]1)C1C=CC=CC=1.[OH-].[H][H]. (6) Given the product [Cl:8][C:5]1[CH:6]=[CH:7][C:2]([CH2:11][C:10](=[O:12])[CH3:13])=[CH:3][C:4]=1[F:9], predict the reactants needed to synthesize it. The reactants are: Br[C:2]1[CH:7]=[CH:6][C:5]([Cl:8])=[C:4]([F:9])[CH:3]=1.[C:10]([CH2:13]C(=O)C)(=[O:12])[CH3:11].P([O-])([O-])([O-])=O.[K+].[K+].[K+].Cl. (7) Given the product [CH2:17]([O:16][C:14](=[O:15])[CH2:13][O:9][CH2:8][C:4]1[CH:5]=[N:6][CH:7]=[C:2]([Br:1])[CH:3]=1)[C:18]1[CH:23]=[CH:22][CH:21]=[CH:20][CH:19]=1, predict the reactants needed to synthesize it. The reactants are: [Br:1][C:2]1[CH:3]=[C:4]([CH2:8][OH:9])[CH:5]=[N:6][CH:7]=1.[H-].[Na+].Br[CH2:13][C:14]([O:16][CH2:17][C:18]1[CH:23]=[CH:22][CH:21]=[CH:20][CH:19]=1)=[O:15]. (8) Given the product [F:1][C:2]1[C:10]2[N:9](/[CH:33]=[C:34](/[C:36]3[CH:41]=[N:40][C:39]([CH3:42])=[CH:38][CH:37]=3)\[CH3:35])[C:8]3[CH2:11][CH2:12][N:13]([CH3:15])[CH2:14][C:7]=3[C:6]=2[CH:5]=[CH:4][CH:3]=1, predict the reactants needed to synthesize it. The reactants are: [F:1][C:2]1[C:10]2[NH:9][C:8]3[CH2:11][CH2:12][N:13]([CH3:15])[CH2:14][C:7]=3[C:6]=2[CH:5]=[CH:4][CH:3]=1.N1CCC[C@H]1C(O)=O.P([O-])([O-])([O-])=O.[K+].[K+].[K+].Br[CH:33]=[C:34]([C:36]1[CH:37]=[CH:38][C:39]([CH3:42])=[N:40][CH:41]=1)[CH3:35].